This data is from Forward reaction prediction with 1.9M reactions from USPTO patents (1976-2016). The task is: Predict the product of the given reaction. (1) Given the reactants C(OC(=O)[NH:7][C:8]1[S:9][CH2:10][C@@H:11]2[CH2:17][C@H:16]([CH2:18][F:19])[O:15][CH2:14][C@:12]2([C:20]2[CH:25]=[CH:24][CH:23]=[CH:22][C:21]=2[F:26])[N:13]=1)(C)(C)C.FC(F)(F)C(O)=O.FC1C=CC=CC=1[C@]12CO[C@@H](COC(C)C)C[C@H]1CSC(N)=N2, predict the reaction product. The product is: [F:19][CH2:18][C@@H:16]1[O:15][CH2:14][C@:12]2([C:20]3[CH:25]=[CH:24][CH:23]=[CH:22][C:21]=3[F:26])[N:13]=[C:8]([NH2:7])[S:9][CH2:10][C@@H:11]2[CH2:17]1. (2) Given the reactants Cl.[CH3:2][O:3][C:4](=[O:15])[C@H:5]([CH2:7][C:8]1[CH:13]=[CH:12][C:11]([OH:14])=[CH:10][CH:9]=1)[NH2:6].[C:16]([CH:24]1[CH2:29][CH2:28][CH2:27][CH2:26][C:25]1=O)(=[O:23])[C:17]1[CH:22]=[CH:21][CH:20]=[CH:19][CH:18]=1.C1(OC)C=CC=CC=1, predict the reaction product. The product is: [CH3:2][O:3][C:4](=[O:15])[C@H:5]([CH2:7][C:8]1[CH:9]=[CH:10][C:11]([OH:14])=[CH:12][CH:13]=1)[NH:6][C:18]1[CH:19]=[CH:20][CH:21]=[CH:22][C:17]=1[C:16](=[O:23])[C:24]1[CH:25]=[CH:26][CH:27]=[CH:28][CH:29]=1. (3) Given the reactants [I:1][C:2]1[CH:7]=[N:6][NH:5][C:4](=[O:8])[CH:3]=1.[C:9]1(B(O)O)[CH:14]=[CH:13][CH:12]=[CH:11][CH:10]=1.N1C=CC=CC=1, predict the reaction product. The product is: [I:1][C:2]1[CH:7]=[N:6][N:5]([C:9]2[CH:14]=[CH:13][CH:12]=[CH:11][CH:10]=2)[C:4](=[O:8])[CH:3]=1. (4) Given the reactants [CH3:1][C:2]1[C:14]([CH3:15])=[C:13]2[C:5]([CH2:6][CH2:7][C:8]3([O:12]2)[CH2:11][CH2:10][CH2:9]3)=[CH:4][C:3]=1[OH:16].[CH3:17][C:18](=[CH:20][CH2:21][CH2:22]/[C:23](=[CH:25]/[CH2:26]O)/[CH3:24])[CH3:19].O, predict the reaction product. The product is: [CH3:24][C:23]([CH2:22][CH2:21][CH:20]=[C:18]([CH3:19])[CH3:17])=[CH:25][CH2:26][C:4]1[C:3]([OH:16])=[C:2]([CH3:1])[C:14]([CH3:15])=[C:13]2[C:5]=1[CH2:6][CH2:7][C:8]1([O:12]2)[CH2:9][CH2:10][CH2:11]1. (5) Given the reactants [F:1][C:2]1[CH:7]=[CH:6][C:5]([N+:8]([O-:10])=[O:9])=[C:4]([F:11])[C:3]=1[O:12]C, predict the reaction product. The product is: [F:11][C:4]1[C:5]([N+:8]([O-:10])=[O:9])=[CH:6][CH:7]=[C:2]([F:1])[C:3]=1[OH:12]. (6) Given the reactants [Cl:1][C:2]1[CH:3]=[C:4]([CH2:17][C:18]([OH:20])=O)[CH:5]=[CH:6][C:7]=1[O:8][C:9]1[N:13]([CH3:14])[N:12]=[C:11]([CH3:15])[C:10]=1[CH3:16].[CH2:21]([S:26]([NH2:29])(=[O:28])=[O:27])[CH2:22][CH2:23][CH2:24][CH3:25].CC1C=CC=C([N+]([O-])=O)C=1C(OC(=O)C1C([N+]([O-])=O)=CC=CC=1C)=O.C(N(CC)CC)C, predict the reaction product. The product is: [Cl:1][C:2]1[CH:3]=[C:4]([CH2:17][C:18]([NH:29][S:26]([CH2:21][CH2:22][CH2:23][CH2:24][CH3:25])(=[O:28])=[O:27])=[O:20])[CH:5]=[CH:6][C:7]=1[O:8][C:9]1[N:13]([CH3:14])[N:12]=[C:11]([CH3:15])[C:10]=1[CH3:16]. (7) The product is: [NH2:24][C:23]1[C:18]([C:10]2[CH:11]=[CH:12][C:13]([O:14][CH2:15][C:16]#[CH:17])=[C:8]([O:7][CH3:6])[CH:9]=2)=[N:19][CH:20]=[CH:21][CH:22]=1. Given the reactants C(O)(=O)C.O.[CH3:6][O:7][C:8]1[CH:9]=[C:10]([C:18]2[C:23]([N+:24]([O-])=O)=[CH:22][CH:21]=[CH:20][N:19]=2)[CH:11]=[CH:12][C:13]=1[O:14][CH2:15][C:16]#[CH:17].C(=O)(O)[O-].[Na+], predict the reaction product. (8) Given the reactants [Br:1][C:2]1[CH:7]=[CH:6][C:5]([CH2:8]Br)=[C:4]([Cl:10])[CH:3]=1.N#N.[Si]([C:17]#[N:18])(C)(C)C.CCCC[N+](CCCC)(CCCC)CCCC.[F-], predict the reaction product. The product is: [Br:1][C:2]1[CH:7]=[CH:6][C:5]([CH2:8][C:17]#[N:18])=[C:4]([Cl:10])[CH:3]=1.